From a dataset of Full USPTO retrosynthesis dataset with 1.9M reactions from patents (1976-2016). Predict the reactants needed to synthesize the given product. (1) Given the product [NH2:18][C@@H:19]1[CH2:23][N:22]([C:24](=[O:44])[C@@H:25]([NH:30][C:31](=[O:43])[C@@H:32]([N:34]([CH3:42])[C:35](=[O:41])[O:36][C:37]([CH3:38])([CH3:39])[CH3:40])[CH3:33])[C:26]([CH3:28])([CH3:29])[CH3:27])[C@H:21]([C:45](=[O:57])[NH:46][C@H:47]2[C:56]3[C:51](=[CH:52][CH:53]=[CH:54][CH:55]=3)[CH2:50][CH2:49][CH2:48]2)[CH2:20]1, predict the reactants needed to synthesize it. The reactants are: C1C2C(COC([NH:18][C@@H:19]3[CH2:23][N:22]([C:24](=[O:44])[C@@H:25]([NH:30][C:31](=[O:43])[C@@H:32]([N:34]([CH3:42])[C:35](=[O:41])[O:36][C:37]([CH3:40])([CH3:39])[CH3:38])[CH3:33])[C:26]([CH3:29])([CH3:28])[CH3:27])[C@H:21]([C:45](=[O:57])[NH:46][C@H:47]4[C:56]5[C:51](=[CH:52][CH:53]=[CH:54][CH:55]=5)[CH2:50][CH2:49][CH2:48]4)[CH2:20]3)=O)C3C(=CC=CC=3)C=2C=CC=1.N1CCCCC1. (2) Given the product [C:5]([N:4]1[CH2:3][CH2:2][C:23]([C:18]2[CH:19]=[CH:20][C:21]([Cl:22])=[C:16]([Cl:15])[CH:17]=2)([C:24]#[N:25])[CH2:13][CH2:12]1)([O:7][C:8]([CH3:9])([CH3:10])[CH3:11])=[O:6], predict the reactants needed to synthesize it. The reactants are: Cl[CH2:2][CH2:3][N:4]([CH2:12][CH2:13]Cl)[C:5]([O:7][C:8]([CH3:11])([CH3:10])[CH3:9])=[O:6].[Cl:15][C:16]1[CH:17]=[C:18]([CH2:23][C:24]#[N:25])[CH:19]=[CH:20][C:21]=1[Cl:22].C(=O)([O-])[O-].[Cs+].[Cs+]. (3) The reactants are: [CH3:1][O:2][C:3]1[CH:37]=[C:36]([O:38][CH3:39])[CH:35]=[CH:34][C:4]=1[CH2:5][N:6]1[C@H:9]([CH2:10][C:11]#[CH:12])[C@H:8]([N:13]([CH2:24][C:25]2[CH:30]=[CH:29][C:28]([O:31][CH3:32])=[CH:27][CH:26]=2)[C:14](=[O:23])[O:15][CH2:16][C:17]2[CH:22]=[CH:21][CH:20]=[CH:19][CH:18]=2)[C:7]1=[O:33].C(O)(C)(C)C.O=C1O[C@H]([C@H](CO)O)C([O-])=C1O.[Na+].[C:58]([NH:65][CH2:66][CH2:67][N:68]=[N+:69]=[N-:70])([O:60][C:61]([CH3:64])([CH3:63])[CH3:62])=[O:59]. Given the product [C:61]([O:60][C:58]([NH:65][CH2:66][CH2:67][N:68]1[CH:12]=[C:11]([CH2:10][C@@H:9]2[C@H:8]([N:13]([CH2:24][C:25]3[CH:26]=[CH:27][C:28]([O:31][CH3:32])=[CH:29][CH:30]=3)[C:14](=[O:23])[O:15][CH2:16][C:17]3[CH:22]=[CH:21][CH:20]=[CH:19][CH:18]=3)[C:7](=[O:33])[N:6]2[CH2:5][C:4]2[CH:34]=[CH:35][C:36]([O:38][CH3:39])=[CH:37][C:3]=2[O:2][CH3:1])[N:70]=[N:69]1)=[O:59])([CH3:64])([CH3:62])[CH3:63], predict the reactants needed to synthesize it. (4) Given the product [CH3:1][O:16][CH:13]1[N:12]([C:17]([O:19][C:20]([CH3:23])([CH3:22])[CH3:21])=[O:18])[C:11]([CH3:24])([CH3:10])[CH2:15][CH2:14]1, predict the reactants needed to synthesize it. The reactants are: [CH3:1]C(C[AlH]CC(C)C)C.[CH3:10][C:11]1([CH3:24])[CH2:15][CH2:14][C:13](=[O:16])[N:12]1[C:17]([O:19][C:20]([CH3:23])([CH3:22])[CH3:21])=[O:18]. (5) Given the product [Cl:1][C:2]1[CH:3]=[C:4]([CH:8]=[CH:9][C:10]=1[NH:11][C:12]1[CH:17]=[N:16][CH:15]=[C:14]([C:18]2[CH:19]=[CH:20][C:21]([OH:24])=[CH:22][CH:23]=2)[N:13]=1)[C:5]([NH:33][CH2:26][CH2:25][N:27]1[CH2:30][CH2:31][CH2:29][CH2:28]1)=[O:6], predict the reactants needed to synthesize it. The reactants are: [Cl:1][C:2]1[CH:3]=[C:4]([CH:8]=[CH:9][C:10]=1[NH:11][C:12]1[CH:17]=[N:16][CH:15]=[C:14]([C:18]2[CH:23]=[CH:22][C:21]([OH:24])=[CH:20][CH:19]=2)[N:13]=1)[C:5](O)=[O:6].[CH2:25]([N:27]([CH2:30][CH3:31])[CH2:28][CH3:29])[CH3:26].C[N:33](C(ON1N=NC2C=CC=CC1=2)=[N+](C)C)C.[B-](F)(F)(F)F.